This data is from NCI-60 drug combinations with 297,098 pairs across 59 cell lines. The task is: Regression. Given two drug SMILES strings and cell line genomic features, predict the synergy score measuring deviation from expected non-interaction effect. (1) Drug 1: C1=CC(=CC=C1CC(C(=O)O)N)N(CCCl)CCCl.Cl. Drug 2: CCN(CC)CCNC(=O)C1=C(NC(=C1C)C=C2C3=C(C=CC(=C3)F)NC2=O)C. Cell line: 786-0. Synergy scores: CSS=11.5, Synergy_ZIP=-4.05, Synergy_Bliss=-2.38, Synergy_Loewe=-6.15, Synergy_HSA=-5.82. (2) Drug 1: CC1=C(C=C(C=C1)C(=O)NC2=CC(=CC(=C2)C(F)(F)F)N3C=C(N=C3)C)NC4=NC=CC(=N4)C5=CN=CC=C5. Drug 2: C1=CC=C(C(=C1)C(C2=CC=C(C=C2)Cl)C(Cl)Cl)Cl. Cell line: CAKI-1. Synergy scores: CSS=-8.15, Synergy_ZIP=2.50, Synergy_Bliss=-2.05, Synergy_Loewe=-7.65, Synergy_HSA=-7.41. (3) Synergy scores: CSS=44.7, Synergy_ZIP=1.60, Synergy_Bliss=-1.36, Synergy_Loewe=-23.3, Synergy_HSA=-1.01. Drug 2: CC=C1C(=O)NC(C(=O)OC2CC(=O)NC(C(=O)NC(CSSCCC=C2)C(=O)N1)C(C)C)C(C)C. Drug 1: CCCS(=O)(=O)NC1=C(C(=C(C=C1)F)C(=O)C2=CNC3=C2C=C(C=N3)C4=CC=C(C=C4)Cl)F. Cell line: MDA-MB-435. (4) Drug 1: CCN(CC)CCNC(=O)C1=C(NC(=C1C)C=C2C3=C(C=CC(=C3)F)NC2=O)C. Drug 2: CC(C)CN1C=NC2=C1C3=CC=CC=C3N=C2N. Cell line: OVCAR-5. Synergy scores: CSS=1.18, Synergy_ZIP=-1.12, Synergy_Bliss=-2.80, Synergy_Loewe=-3.01, Synergy_HSA=-1.82. (5) Drug 1: CC1=C(N=C(N=C1N)C(CC(=O)N)NCC(C(=O)N)N)C(=O)NC(C(C2=CN=CN2)OC3C(C(C(C(O3)CO)O)O)OC4C(C(C(C(O4)CO)O)OC(=O)N)O)C(=O)NC(C)C(C(C)C(=O)NC(C(C)O)C(=O)NCCC5=NC(=CS5)C6=NC(=CS6)C(=O)NCCC[S+](C)C)O. Drug 2: CN(CC1=CN=C2C(=N1)C(=NC(=N2)N)N)C3=CC=C(C=C3)C(=O)NC(CCC(=O)O)C(=O)O. Cell line: HOP-92. Synergy scores: CSS=40.1, Synergy_ZIP=-11.5, Synergy_Bliss=-8.49, Synergy_Loewe=-2.12, Synergy_HSA=-0.831. (6) Drug 1: CC1=CC2C(CCC3(C2CCC3(C(=O)C)OC(=O)C)C)C4(C1=CC(=O)CC4)C. Drug 2: CC1CCCC2(C(O2)CC(NC(=O)CC(C(C(=O)C(C1O)C)(C)C)O)C(=CC3=CSC(=N3)C)C)C. Cell line: SF-268. Synergy scores: CSS=-1.03, Synergy_ZIP=3.05, Synergy_Bliss=5.69, Synergy_Loewe=-2.53, Synergy_HSA=0.934. (7) Drug 1: CC1=C2C(C(=O)C3(C(CC4C(C3C(C(C2(C)C)(CC1OC(=O)C(C(C5=CC=CC=C5)NC(=O)OC(C)(C)C)O)O)OC(=O)C6=CC=CC=C6)(CO4)OC(=O)C)OC)C)OC. Drug 2: CC(C)NC(=O)C1=CC=C(C=C1)CNNC.Cl. Cell line: RXF 393. Synergy scores: CSS=50.6, Synergy_ZIP=16.0, Synergy_Bliss=17.2, Synergy_Loewe=-12.6, Synergy_HSA=16.2. (8) Drug 1: C1=NC2=C(N=C(N=C2N1C3C(C(C(O3)CO)O)F)Cl)N. Cell line: NCI-H460. Drug 2: CS(=O)(=O)OCCCCOS(=O)(=O)C. Synergy scores: CSS=7.79, Synergy_ZIP=-3.70, Synergy_Bliss=-2.51, Synergy_Loewe=-5.25, Synergy_HSA=-5.82. (9) Drug 1: CCN(CC)CCNC(=O)C1=C(NC(=C1C)C=C2C3=C(C=CC(=C3)F)NC2=O)C. Drug 2: C1=NNC2=C1C(=O)NC=N2. Cell line: 786-0. Synergy scores: CSS=2.55, Synergy_ZIP=-0.373, Synergy_Bliss=1.79, Synergy_Loewe=-0.319, Synergy_HSA=0.186. (10) Drug 1: CS(=O)(=O)OCCCCOS(=O)(=O)C. Drug 2: CCN(CC)CCCC(C)NC1=C2C=C(C=CC2=NC3=C1C=CC(=C3)Cl)OC. Cell line: DU-145. Synergy scores: CSS=25.7, Synergy_ZIP=-4.30, Synergy_Bliss=-0.336, Synergy_Loewe=-13.4, Synergy_HSA=-0.359.